Dataset: TCR-epitope binding with 47,182 pairs between 192 epitopes and 23,139 TCRs. Task: Binary Classification. Given a T-cell receptor sequence (or CDR3 region) and an epitope sequence, predict whether binding occurs between them. The epitope is QYDPVAALF. The TCR CDR3 sequence is CASSSVNEQYF. Result: 0 (the TCR does not bind to the epitope).